The task is: Predict the product of the given reaction.. This data is from Forward reaction prediction with 1.9M reactions from USPTO patents (1976-2016). (1) Given the reactants C(OC([NH:8][CH2:9][CH:10]1[CH2:15][CH2:14][N:13]([C:16]2[N:20]([CH3:21])[N:19]=[CH:18][C:17]=2[NH:22][C:23]([C:25]2[N:26]=[C:27](Br)[S:28][C:29]=2[NH:30]C(=O)OC(C)(C)C)=[O:24])[CH2:12][CH2:11]1)=O)CCC.[C:39]1(B(O)O)[CH2:44][CH2:43][CH2:42][CH2:41][CH:40]=1, predict the reaction product. The product is: [NH2:30][C:29]1[S:28][C:27]([CH:39]2[CH2:44][CH2:43][CH2:42][CH2:41][CH2:40]2)=[N:26][C:25]=1[C:23]([NH:22][C:17]1[CH:18]=[N:19][N:20]([CH3:21])[C:16]=1[N:13]1[CH2:14][CH2:15][CH:10]([CH2:9][NH2:8])[CH2:11][CH2:12]1)=[O:24]. (2) Given the reactants [CH2:1]([NH:3][C:4]1[S:5][C@H:6]2[O:12][C@H:11]([CH2:13][OH:14])[C@@H:10]([OH:15])[C@H:9]([OH:16])[C@H:7]2[N:8]=1)[CH3:2].CCN(CC)CC.[CH3:24][C:25]([O:28][C:29](O[C:29]([O:28][C:25]([CH3:27])([CH3:26])[CH3:24])=[O:30])=[O:30])([CH3:27])[CH3:26], predict the reaction product. The product is: [OH:15][C@@H:10]1[C@@H:11]([CH2:13][OH:14])[O:12][C@H:6]2[C@H:7]([N:8]=[C:4]([N:3]([CH2:1][CH3:2])[C:29](=[O:30])[O:28][C:25]([CH3:27])([CH3:26])[CH3:24])[S:5]2)[C@H:9]1[OH:16]. (3) Given the reactants [Br:1][C:2]1[CH:11]=[CH:10][CH:9]=[C:8]2[C:3]=1[C:4](O)=[N:5][C:6]([C:12]1[CH:13]=[N:14][CH:15]=[N:16][CH:17]=1)=[N:7]2.C(N(C(C)C)CC)(C)C.C1CN([P+](Br)(N2CCCC2)N2CCCC2)CC1.F[P-](F)(F)(F)(F)F.[NH2:52][CH2:53][C:54]1[CH:59]=[CH:58][CH:57]=[CH:56][N:55]=1, predict the reaction product. The product is: [Br:1][C:2]1[CH:11]=[CH:10][CH:9]=[C:8]2[C:3]=1[C:4]([NH:52][CH2:53][C:54]1[CH:59]=[CH:58][CH:57]=[CH:56][N:55]=1)=[N:5][C:6]([C:12]1[CH:13]=[N:14][CH:15]=[N:16][CH:17]=1)=[N:7]2. (4) Given the reactants Cl[CH2:2][C:3](=O)[CH2:4][C:5]([O:7][CH3:8])=[O:6].[Cl:10][CH2:11][CH2:12][CH2:13][O:14][C:15]1[CH:23]=[CH:22][C:18]([C:19]([NH2:21])=[O:20])=[CH:17][CH:16]=1, predict the reaction product. The product is: [Cl:10][CH2:11][CH2:12][CH2:13][O:14][C:15]1[CH:23]=[CH:22][C:18]([C:19]2[O:20][CH:2]=[C:3]([CH2:4][C:5]([O:7][CH3:8])=[O:6])[N:21]=2)=[CH:17][CH:16]=1. (5) The product is: [F:1][C:2]1[CH:14]=[CH:13][C:12]2[C:11]3[C:6](=[CH:7][CH:8]=[CH:9][C:10]=3[F:15])[N:5]([CH2:18][CH:20]3[CH2:21][O:22]3)[C:4]=2[CH:3]=1. Given the reactants [F:1][C:2]1[CH:14]=[CH:13][C:12]2[C:11]3[C:6](=[CH:7][CH:8]=[CH:9][C:10]=3[F:15])[NH:5][C:4]=2[CH:3]=1.[OH-].[K+].[CH2:18]([CH:20]1[O:22][CH2:21]1)Br, predict the reaction product.